Dataset: Full USPTO retrosynthesis dataset with 1.9M reactions from patents (1976-2016). Task: Predict the reactants needed to synthesize the given product. (1) Given the product [CH3:27][O:26][C:23]1[CH:24]=[CH:25][C:20]([CH2:19][NH:18][C:12]2[N:11]=[C:10]([CH2:9][CH2:8][C:4]3[CH:3]=[C:2]([C:21]4[CH:20]=[CH:25][CH:24]=[C:23]([O:26][CH3:27])[CH:22]=4)[CH:7]=[CH:6][CH:5]=3)[CH:17]=[CH:16][C:13]=2[C:14]#[N:15])=[CH:21][CH:22]=1, predict the reactants needed to synthesize it. The reactants are: Br[C:2]1[CH:3]=[C:4]([CH:8]=[CH:9][C:10]2[CH:17]=[CH:16][C:13]([C:14]#[N:15])=[C:12]([NH:18][CH2:19][C:20]3[CH:25]=[CH:24][C:23]([O:26][CH3:27])=[CH:22][CH:21]=3)[N:11]=2)[CH:5]=[CH:6][CH:7]=1. (2) The reactants are: [C:1]([N:5]1[CH:9]=[C:8]([NH:10][C:11]([NH:13][C:14]2[CH:19]=[CH:18][C:17]([CH3:20])=[C:16]([C:21]3[C:32](=[O:33])[N:31]([CH3:34])[C:24]4[N:25]=[C:26](SC)[N:27]=[CH:28][C:23]=4[CH:22]=3)[CH:15]=2)=[O:12])[CH:7]=[N:6]1)([CH3:4])([CH3:3])[CH3:2].[CH3:35][NH2:36].C1COCC1. Given the product [C:1]([N:5]1[CH:9]=[C:8]([NH:10][C:11]([NH:13][C:14]2[CH:19]=[CH:18][C:17]([CH3:20])=[C:16]([C:21]3[C:32](=[O:33])[N:31]([CH3:34])[C:24]4[N:25]=[C:26]([NH:36][CH3:35])[N:27]=[CH:28][C:23]=4[CH:22]=3)[CH:15]=2)=[O:12])[CH:7]=[N:6]1)([CH3:4])([CH3:3])[CH3:2], predict the reactants needed to synthesize it. (3) Given the product [NH:24]1[CH2:25][CH:22]([C:16]2[C:15]([O:33][CH3:34])=[C:14]([CH:12]([NH:11][C:9](=[O:10])[O:8][CH2:1][C:2]3[CH:7]=[CH:6][CH:5]=[CH:4][CH:3]=3)[CH3:13])[CH:19]=[C:18]([Cl:20])[C:17]=2[Cl:21])[CH2:23]1, predict the reactants needed to synthesize it. The reactants are: [CH2:1]([O:8][C:9]([NH:11][CH:12]([C:14]1[C:15]([O:33][CH3:34])=[C:16]([CH:22]2[CH2:25][N:24](C(OC(C)(C)C)=O)[CH2:23]2)[C:17]([Cl:21])=[C:18]([Cl:20])[CH:19]=1)[CH3:13])=[O:10])[C:2]1[CH:7]=[CH:6][CH:5]=[CH:4][CH:3]=1.FC(F)(F)C(O)=O.C(=O)(O)[O-].[Na+]. (4) Given the product [CH2:19]([O:52][C:50](=[O:51])[N:56]([CH2:9][CH:7]=[CH2:8])[CH2:45][C:44](=[O:47])[N:43]([O:62][CH3:59])[CH3:42])[C:14]1[CH:13]=[CH:12][CH:17]=[CH:16][CH:15]=1, predict the reactants needed to synthesize it. The reactants are: CC(C[AlH]C[CH:7]([CH3:9])[CH3:8])C.N1[C:19]2[C:14](=[CH:15][CH:16]=[CH:17]N=2)[CH:13]=[CH:12]C=1.S(C1C=CC(C)=CC=1)(O)(=O)=O.N[C@H](C1[CH:42]=[N:43][C:44]([O:47]C)=[CH:45]C=1)CC(OC(C)(C)C)=O.C[C:50]([O-:52])=[O:51].[Na+].[BH3-]C#[N:56].[Na+].Cl.[C:59]([O-:62])([O-])=O.[Na+].[Na+].